The task is: Predict the product of the given reaction.. This data is from Forward reaction prediction with 1.9M reactions from USPTO patents (1976-2016). The product is: [CH3:36][N:2]([CH3:1])[N:3]1[CH2:4][CH2:5][CH:6]([N:9]([CH2:34][CH3:35])[C:10]2[C:25]3[CH2:24][CH:23]=[CH:22][CH2:21][CH2:20][C:19]4[CH:26]=[C:27]([CH3:32])[NH:28][C:29](=[O:30])[C:18]=4[CH2:17][NH:16][C:15](=[O:33])[C:14]=3[CH:13]=[CH:12][CH:11]=2)[CH2:7][CH2:8]1. Given the reactants [CH3:1][N:2]([CH3:36])[N:3]1[CH2:8][CH2:7][CH:6]([N:9]([CH2:34][CH3:35])[C:10]2[C:25]3[CH2:24][CH:23]=[CH:22][CH2:21][CH2:20][C:19]4[CH:26]=[C:27]([CH3:32])[N:28]=[C:29]([O:30]C)[C:18]=4[CH2:17][NH:16][C:15](=[O:33])[C:14]=3[CH:13]=[CH:12][CH:11]=2)[CH2:5][CH2:4]1.Cl, predict the reaction product.